Dataset: Full USPTO retrosynthesis dataset with 1.9M reactions from patents (1976-2016). Task: Predict the reactants needed to synthesize the given product. Given the product [Cl:1][C:2]1[C:10]([F:11])=[C:9]2[C:5]([C:6]([S:22][C:23]3[N:28]=[C:27]([C:29]([OH:31])=[O:30])[CH:26]=[CH:25][CH:24]=3)=[C:7]([CH:19]3[CH2:20][CH2:21]3)[N:8]2[C:12]2[CH:13]=[N:14][N:15]([CH2:17][CH3:18])[CH:16]=2)=[CH:4][CH:3]=1, predict the reactants needed to synthesize it. The reactants are: [Cl:1][C:2]1[C:10]([F:11])=[C:9]2[C:5]([C:6]([S:22][C:23]3[N:28]=[C:27]([C:29]([O:31]C)=[O:30])[CH:26]=[CH:25][CH:24]=3)=[C:7]([CH:19]3[CH2:21][CH2:20]3)[N:8]2[C:12]2[CH:13]=[N:14][N:15]([CH2:17][CH3:18])[CH:16]=2)=[CH:4][CH:3]=1.[OH-].[Na+].